This data is from Forward reaction prediction with 1.9M reactions from USPTO patents (1976-2016). The task is: Predict the product of the given reaction. (1) The product is: [CH3:19][O:18][C@@H:5]([CH2:6][C:7]1[CH:8]=[CH:9][C:10]([O:13][CH2:14][CH2:15][CH2:16][O:27][C:21]2[CH:26]=[CH:25][CH:24]=[CH:23][CH:22]=2)=[CH:11][CH:12]=1)[C:4]([OH:3])=[O:20]. Given the reactants C([O:3][C:4](=[O:20])[C@@H:5]([O:18][CH3:19])[CH2:6][C:7]1[CH:12]=[CH:11][C:10]([O:13][CH2:14][CH2:15][CH2:16]Br)=[CH:9][CH:8]=1)C.[C:21]1([OH:27])[CH:26]=[CH:25][CH:24]=[CH:23][CH:22]=1.C(=O)([O-])[O-].[Cs+].[Cs+], predict the reaction product. (2) Given the reactants [F:1][C:2]1[CH:7]=[CH:6][C:5]([F:8])=[CH:4][C:3]=1[C@H:9]1[CH2:13][CH2:12][CH2:11][N:10]1[C:14]1[CH:19]=[CH:18][N:17]2[N:20]=[CH:21][C:22]([C:23]([N:25]3[CH2:30][CH2:29][CH:28]([C:31]([O:33]CC)=[O:32])[CH2:27][CH2:26]3)=[O:24])=[C:16]2[N:15]=1.[Li+].[OH-], predict the reaction product. The product is: [F:1][C:2]1[CH:7]=[CH:6][C:5]([F:8])=[CH:4][C:3]=1[C@H:9]1[CH2:13][CH2:12][CH2:11][N:10]1[C:14]1[CH:19]=[CH:18][N:17]2[N:20]=[CH:21][C:22]([C:23]([N:25]3[CH2:26][CH2:27][CH:28]([C:31]([OH:33])=[O:32])[CH2:29][CH2:30]3)=[O:24])=[C:16]2[N:15]=1. (3) Given the reactants [N:1]1[C:5]2[CH:6]=[CH:7][CH:8]=[CH:9][C:4]=2[NH:3][CH:2]=1.[H-].[Na+].[C:12]1([CH3:24])[CH:17]=[C:16]([CH3:18])[CH:15]=[C:14]([CH3:19])[C:13]=1[S:20](Cl)(=[O:22])=[O:21], predict the reaction product. The product is: [C:12]1([CH3:24])[CH:17]=[C:16]([CH3:18])[CH:15]=[C:14]([CH3:19])[C:13]=1[S:20]([N:1]1[C:5]2[CH:6]=[CH:7][CH:8]=[CH:9][C:4]=2[N:3]=[CH:2]1)(=[O:21])=[O:22]. (4) Given the reactants C1C=C(Cl)C=C(C(OO)=[O:9])C=1.[F:12][C:13]1[C:18]2[C:19](=[O:22])[O:20][CH2:21][C:17]=2[CH:16]=[C:15]([CH:23]=[CH2:24])[CH:14]=1, predict the reaction product. The product is: [F:12][C:13]1[C:18]2[C:19](=[O:22])[O:20][CH2:21][C:17]=2[CH:16]=[C:15]([CH:23]2[CH2:24][O:9]2)[CH:14]=1. (5) Given the reactants Br[C:2]1[S:6][C:5]([CH2:7][O:8][C:9]2[C:10]([F:19])=[C:11]([C:15]([F:18])=[CH:16][CH:17]=2)[C:12]([NH2:14])=[O:13])=[N:4][C:3]=1[C:20]1[CH:25]=[CH:24][C:23]([O:26][CH3:27])=[CH:22][CH:21]=1.C([Sn](CCCC)(CCCC)[C:33]1[S:34][CH:35]=[CH:36][N:37]=1)CCC.O, predict the reaction product. The product is: [F:19][C:10]1[C:9]([O:8][CH2:7][C:5]2[S:6][C:2]([C:33]3[S:34][CH:35]=[CH:36][N:37]=3)=[C:3]([C:20]3[CH:25]=[CH:24][C:23]([O:26][CH3:27])=[CH:22][CH:21]=3)[N:4]=2)=[CH:17][CH:16]=[C:15]([F:18])[C:11]=1[C:12]([NH2:14])=[O:13]. (6) The product is: [F:1][C:2]1[CH:7]=[C:6]([F:8])[CH:5]=[CH:4][C:3]=1/[CH:9]=[CH:10]/[C:11]1[CH:12]=[CH:13][C:14]([S:19]([C:22]2[CH:27]=[CH:26][CH:25]=[CH:24][CH:23]=2)(=[O:21])=[O:20])=[C:15]([CH:18]=1)[CH2:16][N:30]([CH3:31])[CH3:29]. Given the reactants [F:1][C:2]1[CH:7]=[C:6]([F:8])[CH:5]=[CH:4][C:3]=1/[CH:9]=[CH:10]/[C:11]1[CH:12]=[CH:13][C:14]([S:19]([C:22]2[CH:27]=[CH:26][CH:25]=[CH:24][CH:23]=2)(=[O:21])=[O:20])=[C:15]([CH:18]=1)[CH:16]=O.Cl.[CH3:29][NH:30][CH3:31].C(N(CC)CC)C.C([BH3-])#N.[Na+], predict the reaction product.